Dataset: Forward reaction prediction with 1.9M reactions from USPTO patents (1976-2016). Task: Predict the product of the given reaction. (1) Given the reactants [C:1]([O:5][C:6]([N:8]([C:34]1[CH:39]=[CH:38][C:37]([O:40][CH2:41][CH3:42])=[CH:36][CH:35]=1)[C:9]1[N:20]2[C:16](=[CH:17][CH:18]=[N:19]2)[N:15]=[C:14]2[C:10]=1[CH2:11][CH2:12][N:13]2[C@H:21]1[CH2:26][CH2:25][CH2:24][N:23]([C:27]([O:29][C:30]([CH3:33])([CH3:32])[CH3:31])=[O:28])[CH2:22]1)=[O:7])([CH3:4])([CH3:3])[CH3:2].[Cl:43]N1C(=O)CCC1=O.S([O-])([O-])(=O)=S.[Na+].[Na+], predict the reaction product. The product is: [Cl:43][C:17]1[CH:18]=[N:19][N:20]2[C:16]=1[N:15]=[C:14]1[C:10]([CH2:11][CH2:12][N:13]1[C@H:21]1[CH2:26][CH2:25][CH2:24][N:23]([C:27]([O:29][C:30]([CH3:33])([CH3:32])[CH3:31])=[O:28])[CH2:22]1)=[C:9]2[N:8]([C:6]([O:5][C:1]([CH3:2])([CH3:3])[CH3:4])=[O:7])[C:34]1[CH:35]=[CH:36][C:37]([O:40][CH2:41][CH3:42])=[CH:38][CH:39]=1. (2) Given the reactants [CH:1]1([CH2:4][C:5]([NH:7][C:8]2[N:9]=[C:10]3[CH:15]=[CH:14][C:13](I)=[N:12][N:11]3[CH:17]=2)=[O:6])[CH2:3][CH2:2]1.[NH2:18][C:19]1[CH:20]=[C:21]([OH:26])[CH:22]=[CH:23][C:24]=1[CH3:25].C(=O)([O-])[O-].[K+].[K+], predict the reaction product. The product is: [NH2:18][C:19]1[CH:20]=[C:21]([CH:22]=[CH:23][C:24]=1[CH3:25])[O:26][C:13]1[CH:14]=[CH:15][C:10]2[N:11]([CH:17]=[C:8]([NH:7][C:5](=[O:6])[CH2:4][CH:1]3[CH2:3][CH2:2]3)[N:9]=2)[N:12]=1. (3) Given the reactants [F:1][C:2]([F:14])([F:13])[C:3]([C:5]1[CH:10]=[CH:9][CH:8]=[CH:7][C:6]=1[O:11][CH3:12])=[O:4], predict the reaction product. The product is: [F:1][C:2]([F:13])([F:14])[CH:3]([C:5]1[CH:10]=[CH:9][CH:8]=[CH:7][C:6]=1[O:11][CH3:12])[OH:4]. (4) Given the reactants [C:1]([O:5][C:6](=[O:15])[NH:7][C:8]1[CH:13]=[N:12][C:11]([CH3:14])=[CH:10][N:9]=1)([CH3:4])([CH3:3])[CH3:2].CC(N=NC(C#N)(C)C)(C#N)C.C1C(=O)N([Br:35])C(=O)C1, predict the reaction product. The product is: [C:1]([O:5][C:6](=[O:15])[NH:7][C:8]1[CH:13]=[N:12][C:11]([CH2:14][Br:35])=[CH:10][N:9]=1)([CH3:4])([CH3:3])[CH3:2]. (5) Given the reactants [NH2:1][C:2]1[CH:7]=[CH:6][C:5]([C:8]2[NH:9][C:10](=[O:24])[C:11]3[C:16]([CH:17]4[CH2:22][CH2:21][CH2:20][CH2:19][CH2:18]4)=[N:15][N:14]([CH3:23])[C:12]=3[N:13]=2)=[C:4]([O:25][CH3:26])[CH:3]=1.[C:27](Cl)(=[O:31])[O:28][CH2:29][CH3:30].C(N(CC)CC)C.[OH-].[Na+], predict the reaction product. The product is: [CH:17]1([C:16]2[C:11]3[C:10](=[O:24])[NH:9][C:8]([C:5]4[CH:6]=[CH:7][C:2]([NH:1][C:27](=[O:31])[O:28][CH2:29][CH3:30])=[CH:3][C:4]=4[O:25][CH3:26])=[N:13][C:12]=3[N:14]([CH3:23])[N:15]=2)[CH2:22][CH2:21][CH2:20][CH2:19][CH2:18]1. (6) Given the reactants [CH3:1][O:2][C:3]1[CH:4]=[C:5]([C:14]2[CH:18]([C:19]3[C:20]([C:25]([F:28])([F:27])[F:26])=[N:21][CH:22]=[CH:23][CH:24]=3)[CH:17](O)[O:16][N:15]=2)[CH:6]=[C:7]([N+:11]([O-:13])=[O:12])[C:8]=1[O:9][CH3:10].FC(F)(F)C(O)=O, predict the reaction product. The product is: [CH3:1][O:2][C:3]1[CH:4]=[C:5]([C:14]2[C:18]([C:19]3[C:20]([C:25]([F:27])([F:28])[F:26])=[N:21][CH:22]=[CH:23][CH:24]=3)=[CH:17][O:16][N:15]=2)[CH:6]=[C:7]([N+:11]([O-:13])=[O:12])[C:8]=1[O:9][CH3:10]. (7) The product is: [F:2][C:3]1[CH:4]=[CH:5][C:6]([C:7]([CH:9]2[CH2:14][CH2:13][N:12]([C:19]3[CH:24]=[CH:23][N:22]=[CH:21][CH:20]=3)[CH2:11][CH2:10]2)=[O:8])=[CH:15][CH:16]=1. Given the reactants Cl.[F:2][C:3]1[CH:16]=[CH:15][C:6]([C:7]([CH:9]2[CH2:14][CH2:13][NH:12][CH2:11][CH2:10]2)=[O:8])=[CH:5][CH:4]=1.Cl.Cl[C:19]1[CH:24]=[CH:23][N:22]=[CH:21][CH:20]=1.C(N(CC)CC)C, predict the reaction product. (8) Given the reactants [Mg].Br[CH:3]([CH2:6][CH3:7])[CH2:4][CH3:5].BrCCCCC.[CH3:14][C:15]([CH3:27])([CH3:26])[C:16]([NH:18][C:19]1[N:20]=[N:21][C:22]([CH3:25])=[CH:23][CH:24]=1)=[O:17].C(C(C(C([O-])=O)O)O)([O-])=O.[Na+].[Na+].II, predict the reaction product. The product is: [CH2:4]([CH:3]([C:24]1[CH:23]=[C:22]([CH3:25])[N:21]=[N:20][C:19]=1[NH:18][C:16](=[O:17])[C:15]([CH3:26])([CH3:14])[CH3:27])[CH2:6][CH3:7])[CH3:5]. (9) Given the reactants Cl[C:2]1N=C(Cl)C=C[C:3]=1C(N)=O.[N:12]1[CH:17]=[CH:16][CH:15]=[C:14]([NH2:18])[CH:13]=1.CC1(C)C(C)(C)OB(C2CCN(C([O-])=O)CC=2)O1.[C:37]([C:40]1[CH:41]=[CH:42][C:43]([C:60]2[CH2:65][CH2:64][N:63]([C:66]([O:68]C(C)(C)C)=O)[CH2:62][CH:61]=2)=[N:44][C:45]=1NC1C=CC(CCN2CCCC2)=CC=1)(=[O:39])[NH2:38], predict the reaction product. The product is: [C:66]([N:63]1[CH2:62][CH2:61][CH:60]([C:43]2[CH:42]=[CH:41][C:40]([C:37]([NH2:38])=[O:39])=[C:45]([NH:18][C:14]3[CH:13]=[N:12][CH:17]=[CH:16][CH:15]=3)[N:44]=2)[CH2:65][CH2:64]1)(=[O:68])[CH:2]=[CH2:3].